The task is: Predict the reaction yield, written as a fraction of the theoretical maximum amount of product (1.0 means a 100% yield; for example, 0.34 means a 34% yield).. This data is from Reaction yield outcomes from USPTO patents with 853,638 reactions. (1) The reactants are [Cl:1][C:2]1[CH:10]=[C:9]([F:11])[C:8]([N+:12]([O-:14])=[O:13])=[CH:7][C:3]=1[C:4]([OH:6])=O.[NH2:15][C:16]1[CH:21]=[CH:20][CH:19]=[CH:18][C:17]=1O.CCN=C=NCCCN(C)C.O.C1(C)C=CC(S(O)(=O)=O)=CC=1. The catalyst is O.C(Cl)(Cl)Cl. The product is [Cl:1][C:2]1[C:3]([C:4]2[O:6][C:17]3[CH:18]=[CH:19][CH:20]=[CH:21][C:16]=3[N:15]=2)=[CH:7][C:8]([N+:12]([O-:14])=[O:13])=[C:9]([F:11])[CH:10]=1. The yield is 0.260. (2) The reactants are C([N:8]1[C:12]2([CH2:16][CH2:15][N:14]([C:17]3[CH:18]=[N:19][CH:20]=[C:21]([O:23][CH2:24][CH3:25])[CH:22]=3)[CH2:13]2)[CH2:11][CH2:10][CH2:9]1)C1C=CC=CC=1.Cl.[H][H]. The catalyst is C(O)C.[OH-].[OH-].[Pd+2]. The yield is 0.911. The product is [CH2:24]([O:23][C:21]1[CH:22]=[C:17]([N:14]2[CH2:15][CH2:16][C:12]3([NH:8][CH2:9][CH2:10][CH2:11]3)[CH2:13]2)[CH:18]=[N:19][CH:20]=1)[CH3:25]. (3) The reactants are [NH2:1][C:2]1[CH:7]=[CH:6][C:5](Br)=[CH:4][C:3]=1/[CH:9]=[CH:10]/[C:11]([O:13][CH2:14][CH3:15])=[O:12].CCN(C(C)C)C(C)C.[CH2:25]([SH:32])[C:26]1[CH:31]=[CH:30][CH:29]=[CH:28][CH:27]=1. The catalyst is O1CCOCC1.C(OCC)(=O)C.C1C=CC(/C=C/C(/C=C/C2C=CC=CC=2)=O)=CC=1.C1C=CC(/C=C/C(/C=C/C2C=CC=CC=2)=O)=CC=1.C1C=CC(/C=C/C(/C=C/C2C=CC=CC=2)=O)=CC=1.[Pd].[Pd].CC1(C)C2C(=C(P(C3C=CC=CC=3)C3C=CC=CC=3)C=CC=2)OC2C(P(C3C=CC=CC=3)C3C=CC=CC=3)=CC=CC1=2. The product is [NH2:1][C:2]1[CH:7]=[CH:6][C:5]([S:32][CH2:25][C:26]2[CH:31]=[CH:30][CH:29]=[CH:28][CH:27]=2)=[CH:4][C:3]=1/[CH:9]=[CH:10]/[C:11]([O:13][CH2:14][CH3:15])=[O:12]. The yield is 0.720. (4) The reactants are [CH3:1][C:2]1[N:3]=[C:4]([NH:7][C:8]2[C:13]([OH:14])=[CH:12][CH:11]=[CH:10][N:9]=2)[S:5][CH:6]=1.Br[CH2:16][C:17]1[CH:18]=[C:19]([CH:28]=[CH:29][CH:30]=1)[O:20][Si:21]([C:24]([CH3:27])([CH3:26])[CH3:25])([CH3:23])[CH3:22].C(=O)([O-])[O-].[K+].[K+]. No catalyst specified. The product is [Si:21]([O:20][C:19]1[CH:18]=[C:17]([CH:30]=[CH:29][CH:28]=1)[CH2:16][O:14][C:13]1[C:8]([NH:7][C:4]2[S:5][CH:6]=[C:2]([CH3:1])[N:3]=2)=[N:9][CH:10]=[CH:11][CH:12]=1)([C:24]([CH3:27])([CH3:26])[CH3:25])([CH3:23])[CH3:22]. The yield is 0.480. (5) The reactants are [OH:1][C:2]1[CH:3]=[C:4]([C:8]2[N:9]=[C:10]3[C:15](=[N:16][C:17]=2[C:18]2[CH:23]=[CH:22][CH:21]=[C:20]([OH:24])[CH:19]=2)[N:14]=[CH:13][N:12]=[C:11]3[NH2:25])[CH:5]=[CH:6][CH:7]=1.[ClH:26].C(OCC)C. The catalyst is CO. The product is [ClH:26].[OH:1][C:2]1[CH:3]=[C:4]([C:8]2[N:9]=[C:10]3[C:15](=[N:16][C:17]=2[C:18]2[CH:23]=[CH:22][CH:21]=[C:20]([OH:24])[CH:19]=2)[N:14]=[CH:13][N:12]=[C:11]3[NH2:25])[CH:5]=[CH:6][CH:7]=1. The yield is 0.947. (6) The reactants are [Cl:1][C:2]1[C:7](=[O:8])[C:6]([OH:9])=[C:5]([CH:10](O)[C:11]([F:14])([F:13])[F:12])[N:4]([CH3:16])[C:3]=1[CH3:17].[N:18]1[CH:23]=CC=C[CH:19]=1.S(Cl)(Cl)=O.CNC. The catalyst is C(#N)C. The product is [Cl:1][C:2]1[C:7](=[O:8])[C:6]([OH:9])=[C:5]([CH:10]([N:18]([CH3:23])[CH3:19])[C:11]([F:14])([F:13])[F:12])[N:4]([CH3:16])[C:3]=1[CH3:17]. The yield is 0.560. (7) The reactants are [C:1]1([C:7]([C:25]2[CH:30]=[CH:29][CH:28]=[CH:27][CH:26]=2)=[CH:8][CH2:9][N:10]2[CH2:15][CH2:14][N:13]([C:16]3[CH:21]=[CH:20][C:19]([C:22](=[NH:24])[NH2:23])=[CH:18][CH:17]=3)[CH2:12][CH2:11]2)[CH:6]=[CH:5][CH:4]=[CH:3][CH:2]=1.C(N(C(C)C)CC)(C)C.[Cl:40][C:41]1[CH:46]=[CH:45][C:44]([S:47](Cl)(=[O:49])=[O:48])=[CH:43][C:42]=1[N+:51]([O-:53])=[O:52]. The catalyst is ClCCl. The product is [Cl:40][C:41]1[CH:46]=[CH:45][C:44]([S:47]([NH:24][C:22]([C:19]2[CH:20]=[CH:21][C:16]([N:13]3[CH2:14][CH2:15][N:10]([CH2:9][CH:8]=[C:7]([C:1]4[CH:2]=[CH:3][CH:4]=[CH:5][CH:6]=4)[C:25]4[CH:30]=[CH:29][CH:28]=[CH:27][CH:26]=4)[CH2:11][CH2:12]3)=[CH:17][CH:18]=2)=[NH:23])(=[O:49])=[O:48])=[CH:43][C:42]=1[N+:51]([O-:53])=[O:52]. The yield is 0.600. (8) The reactants are [CH2:1]([N:8]1[C:16]2[C:11](=[CH:12][CH:13]=[CH:14][CH:15]=2)[C@:10]2([CH2:18][C@H:17]2[C:19]2[CH:27]=[C:26]3[C:22]([CH:23]=[N:24][N:25]3[CH2:28][C:29]3[CH:34]=[CH:33][CH:32]=[CH:31][CH:30]=3)=[CH:21][CH:20]=2)[C:9]1=[O:35])C1C=CC=CC=1.CS(O[C@@H](C1C=C2C(C=NN2CC2C=CC=CC=2)=CC=1)COS(C)(=O)=O)(=O)=O.CN1C2C(=CC=CC=2)CC1=O. No catalyst specified. The product is [CH2:28]([N:25]1[C:26]2[C:22](=[CH:21][CH:20]=[C:19]([C@H:17]3[C@@:10]4([C:11]5[C:16](=[CH:15][CH:14]=[CH:13][CH:12]=5)[N:8]([CH3:1])[C:9]4=[O:35])[CH2:18]3)[CH:27]=2)[CH:23]=[N:24]1)[C:29]1[CH:30]=[CH:31][CH:32]=[CH:33][CH:34]=1. The yield is 0.840.